Dataset: Catalyst prediction with 721,799 reactions and 888 catalyst types from USPTO. Task: Predict which catalyst facilitates the given reaction. (1) Reactant: Br[CH2:2]/[CH:3]=[CH:4]/[C:5]([N:7]1[CH2:11][CH2:10][C@H:9]([O:12][C:13]2[CH:14]=[C:15]3[C:20](=[CH:21][C:22]=2[O:23][CH3:24])[N:19]=[CH:18][N:17]=[C:16]3[NH:25][C:26]2[CH:31]=[CH:30][C:29]([F:32])=[C:28]([Cl:33])[C:27]=2[F:34])[CH2:8]1)=[O:6].[CH3:35][NH:36][CH3:37].C(=O)(O)[O-].[Na+]. Product: [Cl:33][C:28]1[C:27]([F:34])=[C:26]([NH:25][C:16]2[C:15]3[C:20](=[CH:21][C:22]([O:23][CH3:24])=[C:13]([O:12][C@H:9]4[CH2:10][CH2:11][N:7]([C:5](=[O:6])/[CH:4]=[CH:3]/[CH2:2][N:36]([CH3:37])[CH3:35])[CH2:8]4)[CH:14]=3)[N:19]=[CH:18][N:17]=2)[CH:31]=[CH:30][C:29]=1[F:32]. The catalyst class is: 7. (2) Reactant: Br[CH2:2][C:3]1[C:8]([CH:9]2[CH2:11][CH2:10]2)=[CH:7][CH:6]=[CH:5][C:4]=1[N:12]1[C:16](=[O:17])[N:15]([CH3:18])[N:14]=[N:13]1.[CH3:19][C:20]1[CH:25]=[CH:24][C:23]([N:26]2[CH:30]=[CH:29][C:28]([OH:31])=[N:27]2)=[CH:22][CH:21]=1.C(=O)([O-])[O-].[K+].[K+].C(#N)C. Product: [CH3:19][C:20]1[CH:21]=[CH:22][C:23]([N:26]2[CH:30]=[CH:29][C:28]([O:31][CH2:2][C:3]3[C:8]([CH:9]4[CH2:11][CH2:10]4)=[CH:7][CH:6]=[CH:5][C:4]=3[N:12]3[C:16](=[O:17])[N:15]([CH3:18])[N:14]=[N:13]3)=[N:27]2)=[CH:24][CH:25]=1. The catalyst class is: 6. (3) Reactant: [H-].[Al+3].[Li+].[H-].[H-].[H-].[CH3:7][C:8]([C:26]1[CH:31]=[CH:30][C:29]([C:32]2[O:36][N:35]=[C:34]([C:37](OCC)=[O:38])[CH:33]=2)=[CH:28][CH:27]=1)([C:12]1[CH:17]=[CH:16][C:15]([O:18][CH2:19][C:20]2[CH:25]=[CH:24][CH:23]=[CH:22][N:21]=2)=[CH:14][N:13]=1)[CH:9]([CH3:11])[CH3:10].[OH-].[Na+]. Product: [CH3:7][C:8]([C:26]1[CH:27]=[CH:28][C:29]([C:32]2[O:36][N:35]=[C:34]([CH2:37][OH:38])[CH:33]=2)=[CH:30][CH:31]=1)([C:12]1[CH:17]=[CH:16][C:15]([O:18][CH2:19][C:20]2[CH:25]=[CH:24][CH:23]=[CH:22][N:21]=2)=[CH:14][N:13]=1)[CH:9]([CH3:11])[CH3:10]. The catalyst class is: 165. (4) Product: [F:1][C:2]([F:16])([F:17])[C:3]([NH:5][C@H:6]1[C:15]2[C:10](=[CH:11][CH:12]=[CH:13][CH:14]=2)[C:9](=[O:18])[CH2:8][CH2:7]1)=[O:4]. The catalyst class is: 95. Reactant: [F:1][C:2]([F:17])([F:16])[C:3]([NH:5][C@H:6]1[C:15]2[C:10](=[CH:11][CH:12]=[CH:13][CH:14]=2)[CH2:9][CH2:8][CH2:7]1)=[O:4].[O-:18][Mn](=O)(=O)=O.[K+]. (5) Reactant: [C:1]1([NH:7][NH2:8])[CH:6]=[CH:5][CH:4]=[CH:3][CH:2]=1.[CH2:9]([N:11]1[C:23]2[CH:22]=[CH:21][C:20]([CH:24]=O)=[CH:19][C:18]=2[C:17]2[C:12]1=[CH:13][CH:14]=[CH:15][CH:16]=2)[CH3:10]. Product: [C:1]1([NH:7][N:8]=[CH:24][C:20]2[CH:21]=[CH:22][C:23]3[N:11]([CH2:9][CH3:10])[C:12]4[C:17]([C:18]=3[CH:19]=2)=[CH:16][CH:15]=[CH:14][CH:13]=4)[CH:6]=[CH:5][CH:4]=[CH:3][CH:2]=1. The catalyst class is: 32.